From a dataset of Full USPTO retrosynthesis dataset with 1.9M reactions from patents (1976-2016). Predict the reactants needed to synthesize the given product. (1) Given the product [Cl:25][C:26]1[C:27]2[N:28]([N:42]=[CH:43][CH:44]=2)[C:29]([C:35]2[CH:40]=[CH:39][CH:38]=[C:37]([F:41])[CH:36]=2)=[C:30]([C:32]([N:12]([O:11][CH3:10])[CH3:16])=[O:33])[CH:31]=1, predict the reactants needed to synthesize it. The reactants are: F[P-](F)(F)(F)(F)F.C[N+](C)=[C:10](N(C)C)[O:11][N:12]1[C:16]2N=CC=CC=2N=N1.[Cl:25][C:26]1[C:27]2[N:28]([N:42]=[CH:43][CH:44]=2)[C:29]([C:35]2[CH:40]=[CH:39][CH:38]=[C:37]([F:41])[CH:36]=2)=[C:30]([C:32](O)=[O:33])[CH:31]=1.C(N(CC)C(C)C)(C)C.Cl.CNOC. (2) Given the product [Cl:1][C:2]1[C:11]2[C:6](=[CH:7][C:8]([O:13][CH3:14])=[C:9]([O:12][CH2:16][CH2:17][CH2:18][N:19]3[CH2:24][CH2:23][O:22][CH2:21][CH2:20]3)[CH:10]=2)[N:5]=[CH:4][CH:3]=1, predict the reactants needed to synthesize it. The reactants are: [Cl:1][C:2]1[C:11]2[C:6](=[CH:7][C:8]([O:13][CH3:14])=[C:9]([OH:12])[CH:10]=2)[N:5]=[CH:4][CH:3]=1.Cl[CH2:16][CH2:17][CH2:18][N:19]1[CH2:24][CH2:23][O:22][CH2:21][CH2:20]1.C([O-])([O-])=O.[K+].[K+]. (3) Given the product [O:13]1[C:9]2[CH:8]=[CH:7][C:6]([CH:4]([CH3:5])[C:3]([OH:15])=[O:2])=[CH:14][C:10]=2[N:11]=[CH:12]1, predict the reactants needed to synthesize it. The reactants are: C[O:2][C:3](=[O:15])[CH:4]([C:6]1[CH:7]=[CH:8][C:9]2[O:13][CH:12]=[N:11][C:10]=2[CH:14]=1)[CH3:5].[Li+].[OH-].C(O)(=O)C. (4) Given the product [CH3:9][O:8][C:6]([CH:4]1[CH2:5][CH:2]([O:1][C:13]2[C:18]([CH:19]3[CH2:20][CH2:21][O:22][CH2:23][CH2:24]3)=[CH:17][C:16]([F:25])=[CH:15][N:14]=2)[CH2:3]1)=[O:7], predict the reactants needed to synthesize it. The reactants are: [OH:1][CH:2]1[CH2:5][CH:4]([C:6]([O:8][CH3:9])=[O:7])[CH2:3]1.[H-].[Na+].F[C:13]1[C:18]([CH:19]2[CH2:24][CH2:23][O:22][CH2:21][CH2:20]2)=[CH:17][C:16]([F:25])=[CH:15][N:14]=1. (5) Given the product [CH:1]1([CH2:4][CH2:5][C:6]2[CH:7]=[CH:8][C:9]([CH:10]=[O:11])=[CH:12][CH:13]=2)[CH2:3][CH2:2]1, predict the reactants needed to synthesize it. The reactants are: [CH:1]1([C:4]#[C:5][C:6]2[CH:13]=[CH:12][C:9]([CH:10]=[O:11])=[CH:8][CH:7]=2)[CH2:3][CH2:2]1.[H][H]. (6) Given the product [Cl:1][C:2]1[CH:7]=[C:6]([Cl:8])[CH:5]=[CH:4][C:3]=1[CH2:9][N:10]([C:11]1[CH:12]=[CH:13][C:14]([CH:17]([CH3:19])[CH3:18])=[CH:15][CH:16]=1)[C:33]([NH:32][C:24]1[C:23]([CH:20]([CH3:21])[CH3:22])=[CH:28][CH:27]=[CH:26][C:25]=1[CH:29]([CH3:31])[CH3:30])=[O:34], predict the reactants needed to synthesize it. The reactants are: [Cl:1][C:2]1[CH:7]=[C:6]([Cl:8])[CH:5]=[CH:4][C:3]=1[CH2:9][NH:10][C:11]1[CH:16]=[CH:15][C:14]([CH:17]([CH3:19])[CH3:18])=[CH:13][CH:12]=1.[CH:20]([C:23]1[CH:28]=[CH:27][CH:26]=[C:25]([CH:29]([CH3:31])[CH3:30])[C:24]=1[N:32]=[C:33]=[O:34])([CH3:22])[CH3:21]. (7) Given the product [Br:19][CH2:18][CH2:17][CH2:16][CH2:15][CH2:14][C@H:11]1[CH2:10][CH2:9][C@H:8]([NH2:7])[CH2:13][CH2:12]1, predict the reactants needed to synthesize it. The reactants are: C(OC(=O)[NH:7][C@H:8]1[CH2:13][CH2:12][C@H:11]([CH2:14][CH2:15][CH2:16][CH2:17][CH2:18][Br:19])[CH2:10][CH2:9]1)(C)(C)C.CO.Br.C(Br)(=O)C. (8) Given the product [Br:1][C:2]1[CH:3]=[CH:4][C:5]([Cl:16])=[C:6]([CH2:7][C:8]2[CH:13]=[CH:12][C:11]([O:14][CH2:20][O:21][CH3:22])=[CH:10][CH:9]=2)[CH:15]=1, predict the reactants needed to synthesize it. The reactants are: [Br:1][C:2]1[CH:3]=[CH:4][C:5]([Cl:16])=[C:6]([CH:15]=1)[CH2:7][C:8]1[CH:13]=[CH:12][C:11]([OH:14])=[CH:10][CH:9]=1.[H-].[Na+].Cl[CH2:20][O:21][CH2:22]Cl.O.